From a dataset of Full USPTO retrosynthesis dataset with 1.9M reactions from patents (1976-2016). Predict the reactants needed to synthesize the given product. (1) Given the product [CH3:22][O:23][C:24]1[CH:29]=[CH:28][C:27]([S:30]([N:6]2[CH:7]([CH3:17])[C:8]3[C:13](=[CH:12][CH:11]=[CH:10][CH:9]=3)[C:14]3[CH:1]=[CH:2][CH:3]=[CH:4][C:5]2=3)(=[O:32])=[O:31])=[CH:26][C:25]=1[C:34]([F:37])([F:36])[F:35], predict the reactants needed to synthesize it. The reactants are: [CH:1]1[C:14]2[C:5](=[N:6][CH:7]=[C:8]3[C:13]=2[CH:12]=[CH:11][CH:10]=[CH:9]3)[CH:4]=[CH:3][CH:2]=1.C[Li].[CH2:17](OCC)C.[CH3:22][O:23][C:24]1[CH:29]=[CH:28][C:27]([S:30](Cl)(=[O:32])=[O:31])=[CH:26][C:25]=1[C:34]([F:37])([F:36])[F:35]. (2) The reactants are: [Br:1][C:2]1[CH:7]=[CH:6][C:5]([CH:8]([C:20]2[CH:25]=[CH:24][CH:23]=[CH:22][C:21]=2[CH3:26])[CH2:9][C:10]([C:12]2[CH:13]=[CH:14][C:15](=[O:19])[N:16]([CH3:18])[CH:17]=2)=[O:11])=[CH:4][CH:3]=1.BrC[CH:29]1[CH2:31][CH2:30]1.C(=O)([O-])[O-].[K+].[K+]. Given the product [Br:1][C:2]1[CH:3]=[CH:4][C:5]([CH:8]([C:20]2[CH:25]=[CH:24][CH:23]=[CH:22][C:21]=2[CH3:26])[CH2:9][C:10]([C:12]2[CH:13]=[CH:14][C:15](=[O:19])[N:16]([CH2:18][CH:29]3[CH2:31][CH2:30]3)[CH:17]=2)=[O:11])=[CH:6][CH:7]=1, predict the reactants needed to synthesize it. (3) Given the product [CH3:27][S:28]([O:19][CH2:18][C:3]1([CH2:1][CH3:2])[CH2:4][O:5][CH:6]([C:9]2[N:13]([CH3:14])[N:12]=[CH:11][C:10]=2[N+:15]([O-:17])=[O:16])[O:7][CH2:8]1)(=[O:30])=[O:29], predict the reactants needed to synthesize it. The reactants are: [CH2:1]([C:3]1([CH2:18][OH:19])[CH2:8][O:7][CH:6]([C:9]2[N:13]([CH3:14])[N:12]=[CH:11][C:10]=2[N+:15]([O-:17])=[O:16])[O:5][CH2:4]1)[CH3:2].CCN(CC)CC.[CH3:27][S:28](Cl)(=[O:30])=[O:29]. (4) The reactants are: [CH3:1][O:2][C:3]1[CH:12]=[C:11]2[C:6]([C:7]([CH2:24][C:25]3[CH:30]=[CH:29][C:28]([O:31][C:32](=[O:37])[C:33]([CH3:36])([CH3:35])[CH3:34])=[CH:27][CH:26]=3)=[C:8]([C:14]3[CH:19]=[CH:18][C:17]([C:20]([F:23])([F:22])[F:21])=[CH:16][CH:15]=3)[C:9](=[O:13])[O:10]2)=[CH:5][CH:4]=1.[Br:38]Br.O. Given the product [Br:38][C:4]1[CH:5]=[C:6]2[C:11](=[CH:12][C:3]=1[O:2][CH3:1])[O:10][C:9](=[O:13])[C:8]([C:14]1[CH:15]=[CH:16][C:17]([C:20]([F:22])([F:23])[F:21])=[CH:18][CH:19]=1)=[C:7]2[CH2:24][C:25]1[CH:26]=[CH:27][C:28]([O:31][C:32](=[O:37])[C:33]([CH3:34])([CH3:36])[CH3:35])=[CH:29][CH:30]=1, predict the reactants needed to synthesize it. (5) Given the product [NH2:44][C:41]1[N:42]=[CH:43][C:38]([C:2]2[N:3]=[C:4]([N:24]3[CH2:29][CH2:28][O:27][CH2:26][CH2:25]3)[C:5]3[S:10][C:9]([CH2:11][N:12]4[CH2:17][CH2:16][N:15]([C:18](=[O:22])[C@@H:19]([OH:21])[CH3:20])[CH2:14][CH2:13]4)=[C:8]([CH3:23])[C:6]=3[N:7]=2)=[CH:39][N:40]=1, predict the reactants needed to synthesize it. The reactants are: Cl[C:2]1[N:3]=[C:4]([N:24]2[CH2:29][CH2:28][O:27][CH2:26][CH2:25]2)[C:5]2[S:10][C:9]([CH2:11][N:12]3[CH2:17][CH2:16][N:15]([C:18](=[O:22])[C@@H:19]([OH:21])[CH3:20])[CH2:14][CH2:13]3)=[C:8]([CH3:23])[C:6]=2[N:7]=1.CC1(C)C(C)(C)OB([C:38]2[CH:39]=[N:40][C:41]([NH2:44])=[N:42][CH:43]=2)O1. (6) Given the product [Cl:19][C:20]1[CH:21]=[C:22]([N:26]2[CH2:31][CH2:30][N:29]([CH2:2][CH2:3][CH2:4][CH2:5][C:6]3([CH2:17][CH3:18])[C:14]4[C:9](=[CH:10][C:11]([F:15])=[CH:12][CH:13]=4)[NH:8][C:7]3=[O:16])[CH2:28][CH2:27]2)[CH:23]=[CH:24][CH:25]=1, predict the reactants needed to synthesize it. The reactants are: Cl[CH2:2][CH2:3][CH2:4][CH2:5][C:6]1([CH2:17][CH3:18])[C:14]2[C:9](=[CH:10][C:11]([F:15])=[CH:12][CH:13]=2)[NH:8][C:7]1=[O:16].[Cl:19][C:20]1[CH:21]=[C:22]([N:26]2[CH2:31][CH2:30][NH:29][CH2:28][CH2:27]2)[CH:23]=[CH:24][CH:25]=1. (7) Given the product [C:1]([N:4]1[CH2:9][CH2:8][CH:7]([C:10]([O:12][CH3:13])=[O:11])[CH2:6][CH2:5]1)(=[O:3])[CH3:2], predict the reactants needed to synthesize it. The reactants are: [C:1]([N:4]1[CH2:9][CH2:8][CH:7]([C:10]([OH:12])=[O:11])[CH2:6][CH2:5]1)(=[O:3])[CH3:2].[CH3:13][Si](C=[N+]=[N-])(C)C. (8) Given the product [OH:12][C:4]1[CH:3]=[C:2]([NH:1][S:24]([C:22]2[O:23][C:19]3[CH:18]=[CH:17][C:16]([CH:13]([CH3:15])[CH3:14])=[CH:29][C:20]=3[C:21]=2[CH3:28])(=[O:25])=[O:26])[CH:11]=[CH:10][C:5]=1[C:6]([O:8][CH3:9])=[O:7], predict the reactants needed to synthesize it. The reactants are: [NH2:1][C:2]1[CH:3]=[C:4]([OH:12])[C:5](=[CH:10][CH:11]=1)[C:6]([O:8][CH3:9])=[O:7].[CH:13]([C:16]1[CH:17]=[CH:18][C:19]2[O:23][C:22]([S:24](Cl)(=[O:26])=[O:25])=[C:21]([CH3:28])[C:20]=2[CH:29]=1)([CH3:15])[CH3:14]. (9) Given the product [OH:8][C@H:9]1[C@@H:13]([OH:14])[C@H:12]([N:22]2[CH:27]=[CH:26][C:25](=[O:28])[N:24]([CH2:29][C:30]3[CH:31]=[CH:32][C:33]([O:36][CH3:37])=[CH:34][CH:35]=3)[C:23]2=[O:38])[O:11][CH:10]1[C@H:39]([OH:71])[C@@H:40]([C:64]([O:66][C:67]([CH3:68])([CH3:70])[CH3:69])=[O:65])[NH:41][CH2:42][CH2:43][CH2:44][NH:45][C:46](=[O:63])[C@H:47]([CH2:59][CH:60]([CH3:61])[CH3:62])[NH:48][C:49](=[O:58])[O:50][CH2:51][C:52]1[CH:53]=[CH:54][CH:55]=[CH:56][CH:57]=1, predict the reactants needed to synthesize it. The reactants are: [Si]([O:8][C@H:9]1[C@@H:13]([O:14][Si](C(C)(C)C)(C)C)[C@H:12]([N:22]2[CH:27]=[CH:26][C:25](=[O:28])[N:24]([CH2:29][C:30]3[CH:35]=[CH:34][C:33]([O:36][CH3:37])=[CH:32][CH:31]=3)[C:23]2=[O:38])[O:11][CH:10]1[C@H:39]([OH:71])[C@@H:40]([C:64]([O:66][C:67]([CH3:70])([CH3:69])[CH3:68])=[O:65])[NH:41][CH2:42][CH2:43][CH2:44][NH:45][C:46](=[O:63])[C@H:47]([CH2:59][CH:60]([CH3:62])[CH3:61])[NH:48][C:49](=[O:58])[O:50][CH2:51][C:52]1[CH:57]=[CH:56][CH:55]=[CH:54][CH:53]=1)(C(C)(C)C)(C)C.[F-].C([N+](CCCC)(CCCC)CCCC)CCC. (10) The reactants are: CCCC[N+](CCCC)(CCCC)CCCC.[F-].[Br:19][C:20]1[CH:21]=[CH:22][C:23]([O:40][Si](C(C)(C)C)(C)C)=[C:24]([CH:26]([C:31]([C:33]2[CH:38]=[CH:37][C:36]([F:39])=[CH:35][CH:34]=2)=[O:32])[C:27]([O:29][CH3:30])=[O:28])[CH:25]=1. Given the product [Br:19][C:20]1[CH:21]=[CH:22][C:23]([OH:40])=[C:24]([CH:26]([C:31]([C:33]2[CH:34]=[CH:35][C:36]([F:39])=[CH:37][CH:38]=2)=[O:32])[C:27]([O:29][CH3:30])=[O:28])[CH:25]=1, predict the reactants needed to synthesize it.